This data is from Full USPTO retrosynthesis dataset with 1.9M reactions from patents (1976-2016). The task is: Predict the reactants needed to synthesize the given product. (1) Given the product [N:1]1[CH:6]=[CH:5][CH:4]=[C:3]([C:7]2[CH:11]=[C:10]([C:12]([F:15])([F:13])[F:14])[N:9]([C:16]3[N:21]=[N:20][C:19]([NH2:22])=[CH:18][CH:17]=3)[N:8]=2)[CH:2]=1.[N:32]1([C:38]2[CH:39]=[CH:40][C:41]([C:42]([NH:22][C:19]3[N:20]=[N:21][C:16]([N:9]4[C:10]([C:12]([F:15])([F:13])[F:14])=[CH:11][C:7]([C:3]5[CH:2]=[N:1][CH:6]=[CH:5][CH:4]=5)=[N:8]4)=[CH:17][CH:18]=3)=[O:43])=[CH:45][CH:46]=2)[CH2:37][CH2:36][O:35][CH2:34][CH2:33]1, predict the reactants needed to synthesize it. The reactants are: [N:1]1[CH:6]=[CH:5][CH:4]=[C:3]([C:7]2[CH:11]=[C:10]([C:12]([F:15])([F:14])[F:13])[N:9]([C:16]3[N:21]=[N:20][C:19]([NH2:22])=[CH:18][CH:17]=3)[N:8]=2)[CH:2]=1.C(N(CC)C(C)C)(C)C.[N:32]1([C:38]2[CH:46]=[CH:45][C:41]([C:42](Cl)=[O:43])=[CH:40][CH:39]=2)[CH2:37][CH2:36][O:35][CH2:34][CH2:33]1.C(=O)(O)[O-].[Na+]. (2) Given the product [CH3:17][O:18][C:19]1[CH:24]=[C:23]([C:2]2[CH:11]=[CH:10][N:9]=[C:8]3[C:3]=2[C:4]2[CH:16]=[CH:15][CH:14]=[CH:13][C:5]=2[C:6](=[O:12])[NH:7]3)[CH:22]=[CH:21][CH:20]=1, predict the reactants needed to synthesize it. The reactants are: Cl[C:2]1[CH:11]=[CH:10][N:9]=[C:8]2[C:3]=1[C:4]1[CH:16]=[CH:15][CH:14]=[CH:13][C:5]=1[C:6](=[O:12])[NH:7]2.[CH3:17][O:18][C:19]1[CH:20]=[C:21](B(O)O)[CH:22]=[CH:23][CH:24]=1.COC1C=CC=C(OC)C=1C1C=CC=CC=1P(C1CCCCC1)C1CCCCC1.C([O-])([O-])=O.[K+].[K+]. (3) Given the product [CH:12]([N:14]=[C:7]([NH2:9])[C:6]1[CH:10]=[CH:11][C:3]([C:1]#[N:2])=[CH:4][CH:5]=1)=[O:13], predict the reactants needed to synthesize it. The reactants are: [C:1]([C:3]1[CH:11]=[CH:10][C:6]([C:7]([NH2:9])=O)=[CH:5][CH:4]=1)#[N:2].[CH:12]([NH2:14])=[O:13]. (4) Given the product [O:21]=[C:14]1[CH:15]2[CH2:20][C:11]3([C:24]([OH:26])=[O:25])[CH2:18][CH:17]([CH2:19][CH:13]1[CH2:12]3)[CH2:16]2, predict the reactants needed to synthesize it. The reactants are: OS(O)(=O)=O.O=S(=O)=O.O[C:11]12[CH2:20][CH:15]3[CH2:16][CH:17]([CH2:19][CH:13]([C:14]3=[O:21])[CH2:12]1)[CH2:18]2.[Na+].[Cl-].[CH:24]([OH:26])=[O:25]. (5) Given the product [NH2:7][C:6]1[C:2]([CH3:1])=[N:3][N:4]([CH2:10][C:11]#[N:12])[CH:5]=1, predict the reactants needed to synthesize it. The reactants are: [CH3:1][C:2]1[C:6]([N+:7]([O-])=O)=[CH:5][N:4]([CH2:10][C:11]#[N:12])[N:3]=1.[NH4+].[Cl-]. (6) Given the product [CH3:24][N:21]1[CH2:20][CH2:19][CH:18]([C:15]2[CH:14]=[CH:13][C:12]([NH:11][C:8]3[N:7]=[CH:6][C:5]4=[CH:4][CH:3]=[C:2]([C:33]5[CH:34]=[N:35][N:36]([CH2:38][CH2:39][C:40]#[N:41])[CH:37]=5)[N:10]4[N:9]=3)=[CH:17][CH:16]=2)[CH2:23][CH2:22]1, predict the reactants needed to synthesize it. The reactants are: Br[C:2]1[N:10]2[C:5]([CH:6]=[N:7][C:8]([NH:11][C:12]3[CH:17]=[CH:16][C:15]([CH:18]4[CH2:23][CH2:22][N:21]([CH3:24])[CH2:20][CH2:19]4)=[CH:14][CH:13]=3)=[N:9]2)=[CH:4][CH:3]=1.CC1(C)C(C)(C)OB([C:33]2[CH:34]=[N:35][N:36]([CH2:38][CH2:39][C:40]#[N:41])[CH:37]=2)O1.